This data is from Forward reaction prediction with 1.9M reactions from USPTO patents (1976-2016). The task is: Predict the product of the given reaction. (1) Given the reactants [NH:1]1[CH2:6][CH2:5][CH2:4][CH2:3][CH:2]1[CH2:7][OH:8].Br[CH2:10][C:11]#[N:12].CCN(CC)CC, predict the reaction product. The product is: [OH:8][CH2:7][CH:2]1[CH2:3][CH2:4][CH2:5][CH2:6][N:1]1[CH2:10][C:11]#[N:12]. (2) Given the reactants [CH3:1][O:2][C:3]1[CH:10]=[C:9]([O:11][CH3:12])[CH:8]=[C:7]([O:13][CH3:14])[C:4]=1[CH:5]=O.S([O-])([O-])(=O)=O.[Mg+2].C([O-])(=O)C.[NH4+].[N+:26]([CH2:29][C:30]([O:32][CH3:33])=[O:31])([O-:28])=[O:27], predict the reaction product. The product is: [CH3:33][O:32][C:30](=[O:31])/[C:29](/[N+:26]([O-:28])=[O:27])=[CH:5]\[C:4]1[C:3]([O:2][CH3:1])=[CH:10][C:9]([O:11][CH3:12])=[CH:8][C:7]=1[O:13][CH3:14]. (3) Given the reactants [Cl:1][C:2]1[CH:7]=[CH:6][C:5]([N:8]([CH2:30][C:31]2[CH:36]=[CH:35][C:34]([O:37][CH3:38])=[CH:33][CH:32]=2)[C:9]([C:11]2[S:15][C:14]([NH:16][CH:17]3[CH2:22][CH2:21][N:20](C(OC(C)(C)C)=O)[CH2:19][CH2:18]3)=[N:13][CH:12]=2)=[O:10])=[CH:4][CH:3]=1, predict the reaction product. The product is: [Cl:1][C:2]1[CH:7]=[CH:6][C:5]([N:8]([CH2:30][C:31]2[CH:32]=[CH:33][C:34]([O:37][CH3:38])=[CH:35][CH:36]=2)[C:9]([C:11]2[S:15][C:14]([NH:16][CH:17]3[CH2:22][CH2:21][NH:20][CH2:19][CH2:18]3)=[N:13][CH:12]=2)=[O:10])=[CH:4][CH:3]=1. (4) Given the reactants [CH3:1][CH:2]1[CH2:7][CH2:6][CH2:5][N:4]([CH:8]2[CH2:13][CH2:12][NH:11][CH2:10][CH2:9]2)[CH2:3]1.[C:14]1([S:20](Cl)(=[O:22])=[O:21])[CH:19]=[CH:18][CH:17]=[CH:16][CH:15]=1, predict the reaction product. The product is: [CH3:1][CH:2]1[CH2:7][CH2:6][CH2:5][N:4]([CH:8]2[CH2:13][CH2:12][N:11]([S:20]([C:14]3[CH:19]=[CH:18][CH:17]=[CH:16][CH:15]=3)(=[O:22])=[O:21])[CH2:10][CH2:9]2)[CH2:3]1.